From a dataset of Full USPTO retrosynthesis dataset with 1.9M reactions from patents (1976-2016). Predict the reactants needed to synthesize the given product. (1) Given the product [NH2:1][C:2]1[C:10]([F:11])=[CH:9][CH:8]=[CH:7][C:3]=1[C:4]([NH:12][CH2:13][CH2:14][CH2:15][C@H:16]1[O:20][C:19](=[O:21])[N:18]([C:22]2[CH:23]=[CH:24][C:25]3[S:30][CH2:29][C:28](=[O:31])[NH:27][C:26]=3[CH:32]=2)[CH2:17]1)=[O:6], predict the reactants needed to synthesize it. The reactants are: [NH2:1][C:2]1[C:10]([F:11])=[CH:9][CH:8]=[CH:7][C:3]=1[C:4]([OH:6])=O.[NH2:12][CH2:13][CH2:14][CH2:15][C@H:16]1[O:20][C:19](=[O:21])[N:18]([C:22]2[CH:23]=[CH:24][C:25]3[S:30][CH2:29][C:28](=[O:31])[NH:27][C:26]=3[CH:32]=2)[CH2:17]1. (2) Given the product [CH3:1][N:2]1[CH:6]=[CH:5][C:4]([C:7]([O:9][CH3:14])=[O:8])=[N:3]1, predict the reactants needed to synthesize it. The reactants are: [CH3:1][N:2]1[CH:6]=[CH:5][C:4]([C:7]([OH:9])=[O:8])=[N:3]1.O=S(Cl)Cl.[CH3:14]O.